From a dataset of Catalyst prediction with 721,799 reactions and 888 catalyst types from USPTO. Predict which catalyst facilitates the given reaction. (1) Reactant: [C:1]([CH2:3]P(=O)(OCC)OCC)#[N:2].CC([O-])(C)C.[K+].[N:18]1[CH:23]=[CH:22][CH:21]=[CH:20][C:19]=1[C:24]([C:26]1[C:34]2[O:33][CH2:32][CH2:31][C:30]=2[CH:29]=[C:28]([N+:35]([O-:37])=[O:36])[CH:27]=1)=O.ClCCl. Product: [N+:35]([C:28]1[CH:27]=[C:26]([C:24]([C:19]2[CH:20]=[CH:21][CH:22]=[CH:23][N:18]=2)=[CH:3][C:1]#[N:2])[C:34]2[O:33][CH2:32][CH2:31][C:30]=2[CH:29]=1)([O-:37])=[O:36]. The catalyst class is: 1. (2) The catalyst class is: 7. Product: [F:1][C:2]1[CH:29]=[CH:28][C:5]2[S:6][C:7]([C:9]3[C:18]([N:19]([CH:21]([CH3:22])[CH3:23])[CH3:20])=[N:17][C:16]4[C:11](=[CH:12][CH:13]=[C:14]([C:24]([OH:26])=[O:25])[CH:15]=4)[N:10]=3)=[CH:8][C:4]=2[CH:3]=1. Reactant: [F:1][C:2]1[CH:29]=[CH:28][C:5]2[S:6][C:7]([C:9]3[C:18]([N:19]([CH:21]([CH3:23])[CH3:22])[CH3:20])=[N:17][C:16]4[C:11](=[CH:12][CH:13]=[C:14]([C:24]([O:26]C)=[O:25])[CH:15]=4)[N:10]=3)=[CH:8][C:4]=2[CH:3]=1.[OH-].[Na+].O. (3) Reactant: [C:1]([Cl:5])(Cl)(Cl)[Cl:2].[F:6][C:7]1[CH:12]=[CH:11][C:10]([C:13](=O)[C:14]([O:16][CH2:17][CH3:18])=[O:15])=[CH:9][CH:8]=1.C1(P(C2C=CC=CC=2)C2C=CC=CC=2)C=CC=CC=1.O. Product: [Cl:2][C:1]([Cl:5])=[C:13]([C:10]1[CH:9]=[CH:8][C:7]([F:6])=[CH:12][CH:11]=1)[C:14]([O:16][CH2:17][CH3:18])=[O:15]. The catalyst class is: 4. (4) Reactant: [NH2:1][C:2]1[CH:10]=[C:9]([F:11])[CH:8]=[C:7]([F:12])[C:3]=1[C:4]([NH2:6])=[O:5].[C:13]([Si:17]([CH3:33])([CH3:32])[O:18][CH2:19][CH2:20][O:21][C:22]1[C:29]([CH3:30])=[CH:28][C:25]([CH:26]=O)=[CH:24][C:23]=1[CH3:31])([CH3:16])([CH3:15])[CH3:14].S([O-])(O)=O.[Na+].C1(C)C=CC(S(O)(=O)=O)=CC=1. Product: [C:13]([Si:17]([CH3:33])([CH3:32])[O:18][CH2:19][CH2:20][O:21][C:22]1[C:23]([CH3:31])=[CH:24][C:25]([C:26]2[NH:6][C:4](=[O:5])[C:3]3[C:2](=[CH:10][C:9]([F:11])=[CH:8][C:7]=3[F:12])[N:1]=2)=[CH:28][C:29]=1[CH3:30])([CH3:16])([CH3:15])[CH3:14]. The catalyst class is: 80. (5) Reactant: [N:1]1[CH:6]=[CH:5][CH:4]=[CH:3][C:2]=1[C:7]1[S:8][C:9]([CH:12]([OH:14])[CH3:13])=[CH:10][N:11]=1. Product: [N:1]1[CH:6]=[CH:5][CH:4]=[CH:3][C:2]=1[C:7]1[S:8][C:9]([C:12](=[O:14])[CH3:13])=[CH:10][N:11]=1. The catalyst class is: 742.